This data is from Forward reaction prediction with 1.9M reactions from USPTO patents (1976-2016). The task is: Predict the product of the given reaction. (1) Given the reactants [CH3:1][C@H:2]1[CH2:6][CH2:5][CH2:4][N:3]1[C:7]1[CH:12]=[CH:11][C:10]([N+:13]([O-])=O)=[C:9]([C:16]([F:19])([F:18])[F:17])[CH:8]=1, predict the reaction product. The product is: [CH3:1][C@H:2]1[CH2:6][CH2:5][CH2:4][N:3]1[C:7]1[CH:12]=[CH:11][C:10]([NH2:13])=[C:9]([C:16]([F:18])([F:17])[F:19])[CH:8]=1. (2) Given the reactants [Br:1][C:2]1[CH:3]=[C:4]([OH:11])[CH:5]=[CH:6][C:7]=1[N+:8]([O-:10])=[O:9].C(N(CC)CC)C.[Si:19](Cl)([C:22]([CH3:25])([CH3:24])[CH3:23])([CH3:21])[CH3:20].C(OCC)(=O)C, predict the reaction product. The product is: [Br:1][C:2]1[CH:3]=[C:4]([O:11][Si:19]([C:22]([CH3:25])([CH3:24])[CH3:23])([CH3:21])[CH3:20])[CH:5]=[CH:6][C:7]=1[N+:8]([O-:10])=[O:9]. (3) Given the reactants [NH2:1][C:2]1[CH:10]=[CH:9][C:5]([C:6]([OH:8])=[O:7])=[CH:4][C:3]=1[C:11]([F:14])([F:13])[F:12].C(OC(=O)C1C=C(C(F)(F)F)C(C=O)=C([Cl:31])C=1N)C, predict the reaction product. The product is: [NH2:1][C:2]1[C:3]([C:11]([F:12])([F:13])[F:14])=[CH:4][C:5]([C:6]([OH:8])=[O:7])=[CH:9][C:10]=1[Cl:31]. (4) The product is: [Cl:12][C:8]1[CH:9]=[C:10]2[C:5](=[CH:6][CH:7]=1)[N:4]=[C:3]([O:13][CH3:14])[C:2]([NH:1][C:16](=[O:17])[O:18][CH2:19][CH3:20])=[N:11]2. Given the reactants [NH2:1][C:2]1[C:3]([O:13][CH3:14])=[N:4][C:5]2[C:10]([N:11]=1)=[CH:9][C:8]([Cl:12])=[CH:7][CH:6]=2.Cl[C:16]([O:18][CH2:19][CH3:20])=[O:17].N1C=CC=CC=1, predict the reaction product. (5) Given the reactants [F:1][C:2]1[CH:29]=[C:28]2[C:5]([CH2:6][CH2:7][C:8]3[C:9]2=[N:10][O:11][C:12]=3[C:13]2[O:17][N:16]=[C:15]([C:18]3[CH:23]=[CH:22][CH:21]=[CH:20][CH:19]=3)[C:14]=2[C:24]([F:27])([F:26])[F:25])=[CH:4][C:3]=1[C:30]([O:32]C)=[O:31].O.[OH-].[Li+], predict the reaction product. The product is: [F:1][C:2]1[CH:29]=[C:28]2[C:5]([CH2:6][CH2:7][C:8]3[C:9]2=[N:10][O:11][C:12]=3[C:13]2[O:17][N:16]=[C:15]([C:18]3[CH:19]=[CH:20][CH:21]=[CH:22][CH:23]=3)[C:14]=2[C:24]([F:25])([F:27])[F:26])=[CH:4][C:3]=1[C:30]([OH:32])=[O:31]. (6) Given the reactants [CH3:1][C:2]1([CH3:14])[CH2:13][CH2:12][C:5]2=[C:6]([C:9]([OH:11])=[O:10])[S:7][CH:8]=[C:4]2[CH2:3]1.[CH2:15](I)[CH3:16].O.CO.C(O)(=O)CC(CC(O)=O)(C(O)=O)O, predict the reaction product. The product is: [CH2:15]([C:8]1[S:7][C:6]([C:9]([OH:11])=[O:10])=[C:5]2[CH2:12][CH2:13][C:2]([CH3:14])([CH3:1])[CH2:3][C:4]=12)[CH3:16]. (7) Given the reactants C(O[CH:4]([O:13]CC)[C:5]([C:7]1[CH:12]=[CH:11][CH:10]=[CH:9][CH:8]=1)=O)C.Cl.[NH2:17][NH:18][C:19]([NH2:21])=[O:20], predict the reaction product. The product is: [NH2:21][C:19]([NH:18][N:17]=[C:5]([C:7]1[CH:8]=[CH:9][CH:10]=[CH:11][CH:12]=1)[CH:4]=[O:13])=[O:20]. (8) Given the reactants [Cl:1][C:2]1[CH:3]=[C:4]([CH:17]=[CH:18][C:19]=1[Cl:20])[CH2:5][NH:6][C:7]([NH:9][C:10]1[S:11][CH:12]=[C:13]([CH2:15]I)[N:14]=1)=[O:8].[NH2:21][CH2:22][CH2:23][OH:24].O, predict the reaction product. The product is: [Cl:1][C:2]1[CH:3]=[C:4]([CH:17]=[CH:18][C:19]=1[Cl:20])[CH2:5][NH:6][C:7]([NH:9][C:10]1[S:11][CH:12]=[C:13]([CH2:15][NH:21][CH2:22][CH2:23][OH:24])[N:14]=1)=[O:8]. (9) Given the reactants [Cl:1][C:2]1[CH:3]=[C:4]([C:12]2[O:16][N:15]=[C:14]([C:17]3[CH:18]=[C:19]4[C:23](=[C:24]([F:26])[CH:25]=3)[NH:22][C:21]([CH2:27][CH2:28][C:29]([O:31]CC)=[O:30])=[CH:20]4)[N:13]=2)[CH:5]=[N:6][C:7]=1[O:8][CH:9]([CH3:11])[CH3:10].[OH-].[Na+].Cl, predict the reaction product. The product is: [Cl:1][C:2]1[CH:3]=[C:4]([C:12]2[O:16][N:15]=[C:14]([C:17]3[CH:18]=[C:19]4[C:23](=[C:24]([F:26])[CH:25]=3)[NH:22][C:21]([CH2:27][CH2:28][C:29]([OH:31])=[O:30])=[CH:20]4)[N:13]=2)[CH:5]=[N:6][C:7]=1[O:8][CH:9]([CH3:11])[CH3:10].